This data is from Experimentally validated miRNA-target interactions with 360,000+ pairs, plus equal number of negative samples. The task is: Binary Classification. Given a miRNA mature sequence and a target amino acid sequence, predict their likelihood of interaction. (1) The miRNA is hsa-miR-5002-3p with sequence UGACUGCCUCACUGACCACUU. The protein sequence of the target gene is MDFPGHFEQIFQQLNYQRLHGQLCDCVIVVGNRHFKAHRSVLAACSTHFRALFSVAEGDQTMNMIQLDSEVVTAEAFAALIDMMYTSTLMLGESNVMDVLLAASHLHLNSVVKACKHYLTTRTLPMSPPSERVQEQSARMQRSFMLQQLGLSIVSSALNSSQNGEEQPAPMSSSMRSNLDQRTPFPMRRLHKRKQSAEERARQRLRPSIDESAISDVTPENGPSGVHSREEFFSPDSLKIVDNPKADGMTDNQEDSAIMFDQSFGTQEDAQVPSQSDNSAGNMAQLSMASRATQVETSFD.... Result: 1 (interaction). (2) The miRNA is mmu-miR-344b-3p with sequence CAUUUAGCCAAAGCCUGACUGU. The protein sequence of the target gene is MEPNSPKKIQFAVPLFQSQIAPEAAEQIRKRRPTPASLVILNEHNSPEIDEKRVTNTQESQNASPKQRKQSVYTPPAMKGVKHLKDQNGSAFPEEEESASEREEKWNH. Result: 1 (interaction). (3) The miRNA is hsa-miR-3689b-3p with sequence CUGGGAGGUGUGAUAUUGUGGU. The protein sequence of the target gene is MTVTYSSKVANATFFGFHRLLLKWRGSIYKLLYREFIVFAVLYTAISLVYRLLLTGVQKRYFEKLSIYCDRYAEQIPVTFVLGFYVTLVVNRWWNQFVNLPWPDRLMFLISSSVHGSDEHGRLLRRTLMRYVNLTSLLIFRSVSTAVYKRFPTMDHVVEAGFMTTDERKLFNHLKSPHLKYWVPFIWFGNLATKARNEGRIRDSVDLQSLMTEMNRYRSWCSLLFGYDWVGIPLVYTQVVTLAVYTFFFACLIGRQFLDPTKGYAGHDLDLYIPIFTLLQFFFYAGWLKVAEQLINPFGE.... Result: 1 (interaction). (4) The miRNA is hsa-miR-485-5p with sequence AGAGGCUGGCCGUGAUGAAUUC. The protein sequence of the target gene is MWTVRTEGGHFPLHSPTFSWRNVAFLLLLSLALEWTSAMLTKKIKHKPGLCPKERLTCTTELPDSCNTDFDCKEYQKCCFFACQKKCMDPFQEPCMLPVRHGNCNHEAQRWHFDFKNYRCTPFKYRGCEGNANNFLNEDACRTACMLIVKDGQCPLFPFTERKECPPSCHSDIDCPQTDKCCESRCGFVCARAWTVKKGFCPRKPLLCTKIDKPKCLQDEECPLVEKCCSHCGLKCMDPRR. Result: 1 (interaction). (5) The protein sequence of the target gene is MLGARAWLGRVLLLPRAGAGLAASRRGSSSRDKDRSATVSSSVPMPAGGKGSHPSSTPQRVPNRLIHEKSPYLLQHAYNPVDWYPWGQEAFDKARKENKPIFLSVGYSTCHWCHMMEEESFQNEEIGRLLSEDFVSVKVDREERPDVDKVYMTFVQATSSGGGWPMNVWLTPNLQPFVGGTYFPPEDGLTRVGFRTVLLRIREQWKQNKNTLLENSQRVTTALLARSEISVGDRQLPPSAATVNNRCFQQLDEGYDEEYGGFAEAPKFPTPVILSFLFSYWLSHRLTQDGSRAQQMALHT.... Result: 0 (no interaction). The miRNA is hsa-miR-5196-3p with sequence UCAUCCUCGUCUCCCUCCCAG. (6) The miRNA is hsa-miR-124-3p with sequence UAAGGCACGCGGUGAAUGCCAA. The protein sequence of the target gene is MEWVLAEALLSQSRDPRALLGALCQGEASAERVETLRFLLQRLEDEEARGSGGAGALPEAAREVAAGYLVPLLRSLRGRPAGGPDPSLQPRHRRRVLRAAGAALRSCVRLAGRPQLAAALAEEALRDLLAGWRAPGAEAAVEVLAAVGPCLRPREDGPLLERVAGTAVALALGGGGDGDEAGPAEDAAALVAGRLLPVLVQCGGAALRAVWGGLAAPGASLGSGRVEEKLLVLSALAEKLLPEPGGDRARGAREAGPDARRCWRFWRTVQAGLGQADALTRKRARYLLQRAVEVSAELGA.... Result: 1 (interaction). (7) The miRNA is hsa-miR-30c-1-3p with sequence CUGGGAGAGGGUUGUUUACUCC. The protein sequence of the target gene is MTTALEPEDQKGLLIIKAEDHYWGQDSSSQKCSPHRRELYRQHFRKLCYQDAPGPREALTQLWELCRQWLRPECHTKEQILDLLVLEQFLSILPKDLQAWVRAHHPETGEEAVTVLEDLERELDEPGKQVPGNSERRDILMDKLAPLGRPYESLTVQLHPKKTQLEQEAGKPQRNGDKTRTKNEELFQKEDMPKDKEFLGEINDRLNKDTPQHPKSKDIIENEGRSEWQQRERRRYKCDECGKSFSHSSDLSKHRRTHTGEKPYKCDECGKAFIQRSHLIGHHRVHTGVKPYKCKECGKD.... Result: 0 (no interaction).